From a dataset of Reaction yield outcomes from USPTO patents with 853,638 reactions. Predict the reaction yield, written as a fraction of the theoretical maximum amount of product (1.0 means a 100% yield; for example, 0.34 means a 34% yield). (1) The reactants are [CH:1]([C:4]1[CH:5]=[C:6]([CH:10]=[CH:11][CH:12]=1)[C:7]([NH2:9])=O)([CH3:3])[CH3:2].O=P(Cl)(Cl)Cl. No catalyst specified. The product is [CH:1]([C:4]1[CH:5]=[C:6]([CH:10]=[CH:11][CH:12]=1)[C:7]#[N:9])([CH3:3])[CH3:2]. The yield is 0.800. (2) The reactants are [CH3:1][O:2][C:3]([C:5]1[C:6]([C:18]2[CH:23]=[CH:22][CH:21]=[CH:20][CH:19]=2)=[CH:7][C:8]([N:11]2[CH2:16][CH2:15][CH:14]([OH:17])[CH2:13][CH2:12]2)=[CH:9][CH:10]=1)=[O:4].Br[CH2:25][C:26]1[C:27]([C:34]2[C:39]([Cl:40])=[CH:38][CH:37]=[CH:36][C:35]=2[Cl:41])=[N:28][O:29][C:30]=1[CH:31]1[CH2:33][CH2:32]1.[H-].[Na+]. The catalyst is CN(C)C=O. The product is [CH3:1][O:2][C:3]([C:5]1[C:6]([C:18]2[CH:23]=[CH:22][CH:21]=[CH:20][CH:19]=2)=[CH:7][C:8]([N:11]2[CH2:12][CH2:13][CH:14]([O:17][CH2:25][C:26]3[C:27]([C:34]4[C:35]([Cl:41])=[CH:36][CH:37]=[CH:38][C:39]=4[Cl:40])=[N:28][O:29][C:30]=3[CH:31]3[CH2:33][CH2:32]3)[CH2:15][CH2:16]2)=[CH:9][CH:10]=1)=[O:4]. The yield is 0.420. (3) The reactants are [I:1][C:2]1[CH:8]=[CH:7][C:5]([NH2:6])=[C:4]([CH3:9])[CH:3]=1.F[C:11]1[CH:12]=[N:13][CH:14]=[CH:15][C:16]=1[C:17]([OH:19])=[O:18].[Li+].C[Si]([N-][Si](C)(C)C)(C)C. The catalyst is C1COCC1. The product is [I:1][C:2]1[CH:8]=[CH:7][C:5]([NH:6][C:15]2[CH:14]=[N:13][CH:12]=[CH:11][C:16]=2[C:17]([OH:19])=[O:18])=[C:4]([CH3:9])[CH:3]=1. The yield is 0.590. (4) The reactants are [CH3:1][O:2][C:3]1[CH:4]=[C:5]([C:13]([C:15]2[CH:20]=[C:19]([O:21][CH3:22])[C:18]([O:23][CH3:24])=[C:17]([O:25][CH3:26])[CH:16]=2)=O)[CH:6]=[C:7]([O:11][CH3:12])[C:8]=1[O:9][CH3:10].C(OP([CH2:35][C:36]#[N:37])(=O)OCC)C.C[Si]([N-][Si](C)(C)C)(C)C.[K+].O1C2C=CC(C(C3C=C(OC)C=C(OC)C=3)=CC#N)=CC=2OCC1. The catalyst is C1COCC1. The product is [CH3:1][O:2][C:3]1[CH:4]=[C:5]([C:13]([C:15]2[CH:20]=[C:19]([O:21][CH3:22])[C:18]([O:23][CH3:24])=[C:17]([O:25][CH3:26])[CH:16]=2)=[CH:35][C:36]#[N:37])[CH:6]=[C:7]([O:11][CH3:12])[C:8]=1[O:9][CH3:10]. The yield is 0.740. (5) The catalyst is ClCCl. The yield is 0.830. The reactants are C(Cl)(=O)C(Cl)=O.[CH2:7]([C:11]1[N:19]=[C:18]([Cl:20])[CH:17]=[CH:16][C:12]=1[C:13]([OH:15])=O)[CH2:8][CH2:9][CH3:10].Cl.[CH:22]12[CH2:31][CH:26]3[CH2:27][CH:28]([CH2:30][CH:24]([CH2:25]3)[CH:23]1[NH2:32])[CH2:29]2.C(N(C(C)C)C(C)C)C. The product is [CH:22]12[CH2:31][CH:26]3[CH2:27][CH:28]([CH2:30][CH:24]([CH2:25]3)[CH:23]1[NH:32][C:13](=[O:15])[C:12]1[CH:16]=[CH:17][C:18]([Cl:20])=[N:19][C:11]=1[CH2:7][CH2:8][CH2:9][CH3:10])[CH2:29]2. (6) The reactants are [CH3:1][C:2]1[CH:3]=[C:4]([OH:9])[CH:5]=[C:6]([CH3:8])[CH:7]=1.[CH2:10](Br)[C:11]([C:13]1[CH:18]=[CH:17][CH:16]=[CH:15][CH:14]=1)=[O:12]. The catalyst is CO. The product is [CH3:1][C:2]1[CH:3]=[C:4]([CH:5]=[C:6]([CH3:8])[CH:7]=1)[O:9][CH2:10][C:11]([C:13]1[CH:18]=[CH:17][CH:16]=[CH:15][CH:14]=1)=[O:12]. The yield is 0.860.